Dataset: Reaction yield outcomes from USPTO patents with 853,638 reactions. Task: Predict the reaction yield, written as a fraction of the theoretical maximum amount of product (1.0 means a 100% yield; for example, 0.34 means a 34% yield). (1) The reactants are [CH3:1][N:2]1[C:10]2[C:5](=[CH:6][CH:7]=[CH:8][CH:9]=2)[CH:4]=[C:3]1[CH:11]=O.[CH2:13]([NH2:20])[CH2:14][CH2:15][CH2:16][CH2:17][CH2:18][CH3:19].C(O)(=O)C.C([BH3-])#N.[Na+]. The catalyst is C(O)C.O. The product is [CH2:13]([NH:20][CH2:11][C:3]1[N:2]([CH3:1])[C:10]2[C:5]([CH:4]=1)=[CH:6][CH:7]=[CH:8][CH:9]=2)[CH2:14][CH2:15][CH2:16][CH2:17][CH2:18][CH3:19]. The yield is 0.610. (2) The reactants are [Cl:1][C:2]1[CH:3]=[C:4]([CH:7]=[C:8]([O:10][C:11]2[C:16]([Cl:17])=[CH:15][CH:14]=[C:13]([CH2:18][NH:19]C)[C:12]=2[F:21])[CH:9]=1)[C:5]#[N:6].[Cl:22][C:23]1[N:24]=[C:25]([CH3:31])[NH:26][C:27]=1[C:28]([OH:30])=O.CN(C(ON1N=NC2C=CC=NC1=2)=[N+](C)C)C.F[P-](F)(F)(F)(F)F.CCN(C(C)C)C(C)C. The catalyst is CN(C=O)C. The product is [Cl:22][C:23]1[N:24]=[C:25]([CH3:31])[NH:26][C:27]=1[C:28]([NH:19][CH2:18][C:13]1[CH:14]=[CH:15][C:16]([Cl:17])=[C:11]([O:10][C:8]2[CH:7]=[C:4]([C:5]#[N:6])[CH:3]=[C:2]([Cl:1])[CH:9]=2)[C:12]=1[F:21])=[O:30]. The yield is 0.560. (3) The reactants are I[C:2]1[CH:7]=[CH:6][C:5](I)=[CH:4][CH:3]=1.[CH2:9]([OH:14])[CH:10]=[CH:11][C:12]#[CH:13]. The catalyst is C(NC(C)C)(C)C.[Cu]I.C1C=CC([P]([Pd]([P](C2C=CC=CC=2)(C2C=CC=CC=2)C2C=CC=CC=2)([P](C2C=CC=CC=2)(C2C=CC=CC=2)C2C=CC=CC=2)[P](C2C=CC=CC=2)(C2C=CC=CC=2)C2C=CC=CC=2)(C2C=CC=CC=2)C2C=CC=CC=2)=CC=1. The product is [OH:14][CH2:9]/[CH:10]=[CH:11]/[C:12]#[C:13][C:2]1[CH:7]=[CH:6][C:5]([C:13]#[C:12]/[CH:11]=[CH:10]/[CH2:9][OH:14])=[CH:4][CH:3]=1. The yield is 0.550. (4) The product is [CH3:1][N:2]1[C:6]([C:7](=[N:14][O:15][CH2:16][C:17]2[N:22]=[C:21]([NH:23][C:39]([CH:31]3[CH2:32][C:33]4[CH:38]=[CH:37][CH:36]=[CH:35][C:34]=4[O:30]3)=[O:40])[CH:20]=[CH:19][CH:18]=2)[C:8]2[CH:9]=[CH:10][CH:11]=[CH:12][CH:13]=2)=[N:5][N:4]=[N:3]1. The catalyst is ClCCl. The yield is 0.960. The reactants are [CH3:1][N:2]1[C:6]([C:7](=[N:14][O:15][CH2:16][C:17]2[N:22]=[C:21]([NH2:23])[CH:20]=[CH:19][CH:18]=2)[C:8]2[CH:13]=[CH:12][CH:11]=[CH:10][CH:9]=2)=[N:5][N:4]=[N:3]1.N1C=CC=CC=1.[O:30]1[C:34]2[CH:35]=[CH:36][CH:37]=[CH:38][C:33]=2[CH2:32][CH:31]1[C:39](Cl)=[O:40].